From a dataset of Full USPTO retrosynthesis dataset with 1.9M reactions from patents (1976-2016). Predict the reactants needed to synthesize the given product. Given the product [C:12]([O:11][C:9]([N:29]1[C:30]2[C:26](=[CH:25][C:24]([Br:23])=[CH:32][CH:31]=2)[CH:27]=[N:28]1)=[O:10])([CH3:13])([CH3:14])[CH3:15], predict the reactants needed to synthesize it. The reactants are: [C:12]([O:11][C:9](O[C:9]([O:11][C:12]([CH3:15])([CH3:14])[CH3:13])=[O:10])=[O:10])([CH3:15])([CH3:14])[CH3:13].C(N(CC)CC)C.[Br:23][C:24]1[CH:25]=[C:26]2[C:30](=[CH:31][CH:32]=1)[NH:29][N:28]=[CH:27]2.